Dataset: Forward reaction prediction with 1.9M reactions from USPTO patents (1976-2016). Task: Predict the product of the given reaction. Given the reactants [C:1]([C:3]1[CH:8]=[CH:7][C:6]([CH:9]([CH:11]2[C:23]3[CH:22]=[CH:21][CH:20]=[CH:19][C:18]=3[C:17]3[C:12]2=[CH:13][CH:14]=[CH:15][CH:16]=3)[OH:10])=[CH:5][CH:4]=1)#[CH:2].[Li+].C[Si]([N-][Si](C)(C)C)(C)C.[C:34](=O)([O:45]C1C=CC([N+]([O-])=O)=CC=1)[O:35][C:36]1[CH:41]=[CH:40][C:39]([N+:42]([O-:44])=[O:43])=[CH:38][CH:37]=1, predict the reaction product. The product is: [C:34](=[O:45])([O:35][C:36]1[CH:37]=[CH:38][C:39]([N+:42]([O-:44])=[O:43])=[CH:40][CH:41]=1)[O:10][CH:9]([C:6]1[CH:5]=[CH:4][C:3]([C:1]#[CH:2])=[CH:8][CH:7]=1)[CH:11]1[C:12]2[CH:13]=[CH:14][CH:15]=[CH:16][C:17]=2[C:18]2[C:23]1=[CH:22][CH:21]=[CH:20][CH:19]=2.